This data is from Catalyst prediction with 721,799 reactions and 888 catalyst types from USPTO. The task is: Predict which catalyst facilitates the given reaction. (1) Reactant: Cl[C:2]1[C:11]([Cl:12])=[N:10][C:9]2[C:4](=[CH:5][CH:6]=[CH:7][CH:8]=2)[N:3]=1.[N+:13]([C:16]1[CH:17]=[C:18]([S:22]([NH2:25])(=[O:24])=[O:23])[CH:19]=[CH:20][CH:21]=1)([O-:15])=[O:14].C1CCN2C(=NCCC2)CC1.Cl. The catalyst class is: 449. Product: [Cl:12][C:11]1[C:2]([NH:25][S:22]([C:18]2[CH:19]=[CH:20][CH:21]=[C:16]([N+:13]([O-:15])=[O:14])[CH:17]=2)(=[O:24])=[O:23])=[N:3][C:4]2[C:9]([N:10]=1)=[CH:8][CH:7]=[CH:6][CH:5]=2. (2) Reactant: Br[C:2]1[N:3]=[CH:4][C:5]2[N:6]=[C:7]3[O:13][CH2:12][C:11]([CH3:15])([CH3:14])[N:8]3[C:9]=2[CH:10]=1.[CH:16]1([S:19]([N:22]2[CH:26]=[C:25]([C:27]3[N:32]=[C:31]([NH2:33])[CH:30]=[CH:29][N:28]=3)[CH:24]=[N:23]2)(=[O:21])=[O:20])[CH2:18][CH2:17]1.C1(P(C2C=CC=CC=2)C2C3OC4C(=CC=CC=4P(C4C=CC=CC=4)C4C=CC=CC=4)C(C)(C)C=3C=CC=2)C=CC=CC=1.C(=O)([O-])[O-].[Cs+].[Cs+]. Product: [CH:16]1([S:19]([N:22]2[CH:26]=[C:25]([C:27]3[N:32]=[C:31]([NH:33][C:2]4[N:3]=[CH:4][C:5]5[N:6]=[C:7]6[O:13][CH2:12][C:11]([CH3:15])([CH3:14])[N:8]6[C:9]=5[CH:10]=4)[CH:30]=[CH:29][N:28]=3)[CH:24]=[N:23]2)(=[O:20])=[O:21])[CH2:18][CH2:17]1. The catalyst class is: 102. (3) Reactant: CO.[N+:3]([C:6]1[CH:29]=[CH:28][CH:27]=[CH:26][C:7]=1[NH:8][C:9]1[CH:17]=[C:16]([CH2:18][CH2:19][C:20]2[CH:25]=[CH:24][CH:23]=[CH:22][CH:21]=2)[CH:15]=[CH:14][C:10]=1[C:11]([OH:13])=[O:12])([O-])=O. Product: [NH2:3][C:6]1[CH:29]=[CH:28][CH:27]=[CH:26][C:7]=1[NH:8][C:9]1[CH:17]=[C:16]([CH2:18][CH2:19][C:20]2[CH:21]=[CH:22][CH:23]=[CH:24][CH:25]=2)[CH:15]=[CH:14][C:10]=1[C:11]([OH:13])=[O:12]. The catalyst class is: 849.